From a dataset of Forward reaction prediction with 1.9M reactions from USPTO patents (1976-2016). Predict the product of the given reaction. (1) Given the reactants [C:1]([C:8]1([OH:16])[CH2:13][CH2:12][N:11](CN)[CH2:10][CH2:9]1)([O:3][C:4]([CH3:7])([CH3:6])[CH3:5])=[O:2].[C:17](Cl)([O:19][CH2:20][C:21]1[CH:26]=[CH:25][CH:24]=[CH:23][CH:22]=1)=[O:18].[CH2:28]([N:30](CC)CC)C, predict the reaction product. The product is: [C:1]([C:8]1([OH:16])[CH2:9][CH2:10][N:11]([C:17]([O:19][CH2:20][C:21]2[CH:26]=[CH:25][CH:24]=[CH:23][CH:22]=2)=[O:18])[CH:12]([CH2:28][NH2:30])[CH2:13]1)([O:3][C:4]([CH3:5])([CH3:6])[CH3:7])=[O:2]. (2) The product is: [Cl:9][C:6]1[CH:7]=[CH:8][C:3]([CH2:2][C:15]2[CH:20]=[CH:19][C:18]([CH:21]=[O:22])=[CH:17][CH:16]=2)=[CH:4][C:5]=1[C:10]([F:13])([F:12])[F:11]. Given the reactants Br[CH2:2][C:3]1[CH:8]=[CH:7][C:6]([Cl:9])=[C:5]([C:10]([F:13])([F:12])[F:11])[CH:4]=1.[B-](F)(F)(F)[C:15]1[CH:20]=[CH:19][C:18]([CH:21]=[O:22])=[CH:17][CH:16]=1.[K+].C([O-])([O-])=O.[Cs+].[Cs+], predict the reaction product. (3) Given the reactants [Cl:1][C:2]1[N:3]=[CH:4][C:5]2[CH:10]=[CH:9][N:8]([CH2:11][C:12]([OH:14])=O)[C:6]=2[N:7]=1.CN(C(ON1N=N[C:25]2C=[CH:27][CH:28]=[N:29][C:24]1=2)=[N+](C)C)C.F[P-](F)(F)(F)(F)F.[OH2:39], predict the reaction product. The product is: [Cl:1][C:2]1[N:3]=[CH:4][C:5]2[CH:10]=[CH:9][N:8]([CH2:11][C:12]([N:29]3[CH2:24][CH2:25][O:39][CH2:27][CH2:28]3)=[O:14])[C:6]=2[N:7]=1. (4) The product is: [CH2:20]([N:22]([CH2:23][CH3:24])[C:17]([CH:13]1[O:14][CH2:15][CH2:16][N:11]([C:9]([O:8][CH2:1][C:2]2[CH:3]=[CH:4][CH:5]=[CH:6][CH:7]=2)=[O:10])[CH2:12]1)=[O:19])[CH3:21]. Given the reactants [CH2:1]([O:8][C:9]([N:11]1[CH2:16][CH2:15][O:14][CH:13]([C:17]([OH:19])=O)[CH2:12]1)=[O:10])[C:2]1[CH:7]=[CH:6][CH:5]=[CH:4][CH:3]=1.[CH2:20]([NH:22][CH2:23][CH3:24])[CH3:21], predict the reaction product. (5) Given the reactants [CH2:1]([O:8][C:9]([NH:11][CH2:12]/[CH:13]=[CH:14]/[B:15]([OH:17])[OH:16])=[O:10])[C:2]1[CH:7]=[CH:6][CH:5]=[CH:4][CH:3]=1.O[C:19]([C:22](O)([CH3:24])[CH3:23])([CH3:21])[CH3:20].S([O-])([O-])(=O)=O.[Mg+2], predict the reaction product. The product is: [CH3:20][C:19]1([CH3:21])[C:22]([CH3:24])([CH3:23])[O:16][B:15](/[CH:14]=[CH:13]/[CH2:12][NH:11][C:9](=[O:10])[O:8][CH2:1][C:2]2[CH:3]=[CH:4][CH:5]=[CH:6][CH:7]=2)[O:17]1. (6) Given the reactants C1C(=O)N([Cl:8])C(=O)C1.[OH:9][C@H:10]([CH3:43])[C:11]([N:13]1[CH2:18][CH2:17][CH:16]([C:19]2[C:24]3[CH:25]=[CH:26][NH:27][C:23]=3[N:22]3[N:28]=[CH:29][C:30]([C:31]4[CH:32]=[N:33][C:34]([C:37]5[CH:42]=[CH:41][CH:40]=[CH:39][CH:38]=5)=[CH:35][CH:36]=4)=[C:21]3[N:20]=2)[CH2:15][CH2:14]1)=[O:12], predict the reaction product. The product is: [Cl:8][C:25]1[C:24]2[C:19]([CH:16]3[CH2:15][CH2:14][N:13]([C:11](=[O:12])[C@H:10]([OH:9])[CH3:43])[CH2:18][CH2:17]3)=[N:20][C:21]3[N:22]([N:28]=[CH:29][C:30]=3[C:31]3[CH:32]=[N:33][C:34]([C:37]4[CH:42]=[CH:41][CH:40]=[CH:39][CH:38]=4)=[CH:35][CH:36]=3)[C:23]=2[NH:27][CH:26]=1. (7) Given the reactants C(OC[O:5][C:6]1[CH:11]=[CH:10][C:9]([O:12][CH:13](C)C)=[C:8]([O:16]COCC)[C:7]=1C)C.Cl.O, predict the reaction product. The product is: [CH3:13][O:12][C:9]1[CH:10]=[CH:11][C:6]([OH:5])=[CH:7][C:8]=1[OH:16].